From a dataset of Forward reaction prediction with 1.9M reactions from USPTO patents (1976-2016). Predict the product of the given reaction. Given the reactants [C:1]([NH:4][C:5]1[S:6][C:7]([S:11](Cl)(=[O:13])=[O:12])=[C:8]([CH3:10])[N:9]=1)(=[O:3])[CH3:2].[C:15]([NH2:19])([CH3:18])([CH3:17])[CH3:16], predict the reaction product. The product is: [C:15]([NH:19][S:11]([C:7]1[S:6][C:5]([NH:4][C:1](=[O:3])[CH3:2])=[N:9][C:8]=1[CH3:10])(=[O:13])=[O:12])([CH3:18])([CH3:17])[CH3:16].